Dataset: Full USPTO retrosynthesis dataset with 1.9M reactions from patents (1976-2016). Task: Predict the reactants needed to synthesize the given product. (1) Given the product [CH:19]([N:12]1[C:13]2[N:14]=[CH:15][N:16]=[CH:17][C:18]=2[C:10]([C:8]([C:4]2[CH:3]=[C:2]([NH:1][C:31](=[O:32])[C:30]3[CH:34]=[CH:35][C:27]([C:24]4([C:23]([F:37])([F:36])[F:22])[N:26]=[N:25]4)=[CH:28][CH:29]=3)[CH:7]=[N:6][CH:5]=2)=[O:9])=[CH:11]1)([CH3:21])[CH3:20], predict the reactants needed to synthesize it. The reactants are: [NH2:1][C:2]1[CH:3]=[C:4]([C:8]([C:10]2[C:18]3[CH:17]=[N:16][CH:15]=[N:14][C:13]=3[N:12]([CH:19]([CH3:21])[CH3:20])[CH:11]=2)=[O:9])[CH:5]=[N:6][CH:7]=1.[F:22][C:23]([F:37])([F:36])[C:24]1([C:27]2[CH:35]=[CH:34][C:30]([C:31](O)=[O:32])=[CH:29][CH:28]=2)[N:26]=[N:25]1. (2) Given the product [F:15][C:16]1[CH:17]=[C:18]2[C:26](=[CH:27][CH:28]=1)[C:25]1[O:24][N:23]=[C:22]([C:29]([N:10]3[CH2:9][C@H:8]([CH2:11][CH2:12][CH3:13])[NH:7][C:6](=[O:14])[C@@H:5]3[CH2:1][CH:2]([CH3:4])[CH3:3])=[O:30])[C:21]=1[CH2:20][CH2:19]2, predict the reactants needed to synthesize it. The reactants are: [CH2:1]([C@@H:5]1[NH:10][CH2:9][C@H:8]([CH2:11][CH2:12][CH3:13])[NH:7][C:6]1=[O:14])[CH:2]([CH3:4])[CH3:3].[F:15][C:16]1[CH:17]=[C:18]2[C:26](=[CH:27][CH:28]=1)[C:25]1[O:24][N:23]=[C:22]([C:29](O)=[O:30])[C:21]=1[CH2:20][CH2:19]2.C([C@@H]1N(C([C@@H]2C[C@H]2C2C=CC=CC=2)=O)C[C@H](CC(C)C)NC1=O)C(C)C. (3) The reactants are: P([O-])([O-])([O-])=[O:2].[K+].[K+].[K+].[Cl:9][C:10]1[C:11]([C:29]2[N:34]=[C:33]([O:35][CH2:36][C:37]3([C:43]#[N:44])[CH2:42][CH2:41][O:40][CH2:39][CH2:38]3)[CH:32]=[N:31][CH:30]=2)=[CH:12][C:13]([NH:16][C@H:17]2[CH2:22][CH2:21][C@H:20]([NH:23][C@H:24]([CH3:28])[CH2:25][O:26][CH3:27])[CH2:19][CH2:18]2)=[N:14][CH:15]=1. Given the product [Cl:9][C:10]1[C:11]([C:29]2[N:34]=[C:33]([O:35][CH2:36][C:37]3([C:43]#[N:44])[CH2:38][CH2:39][O:40][CH2:41][CH2:42]3)[C:32](=[O:2])[NH:31][CH:30]=2)=[CH:12][C:13]([NH:16][C@H:17]2[CH2:22][CH2:21][C@H:20]([NH:23][C@H:24]([CH3:28])[CH2:25][O:26][CH3:27])[CH2:19][CH2:18]2)=[N:14][CH:15]=1, predict the reactants needed to synthesize it.